This data is from NCI-60 drug combinations with 297,098 pairs across 59 cell lines. The task is: Regression. Given two drug SMILES strings and cell line genomic features, predict the synergy score measuring deviation from expected non-interaction effect. (1) Drug 1: CC12CCC3C(C1CCC2=O)CC(=C)C4=CC(=O)C=CC34C. Drug 2: C(CN)CNCCSP(=O)(O)O. Cell line: SF-268. Synergy scores: CSS=2.68, Synergy_ZIP=-12.3, Synergy_Bliss=-20.9, Synergy_Loewe=-29.6, Synergy_HSA=-21.8. (2) Drug 1: C1CCC(C1)C(CC#N)N2C=C(C=N2)C3=C4C=CNC4=NC=N3. Drug 2: C1=CC=C(C(=C1)C(C2=CC=C(C=C2)Cl)C(Cl)Cl)Cl. Cell line: HL-60(TB). Synergy scores: CSS=-21.6, Synergy_ZIP=4.94, Synergy_Bliss=-2.94, Synergy_Loewe=-14.8, Synergy_HSA=-14.4. (3) Drug 1: C1C(C(OC1N2C=C(C(=O)NC2=O)F)CO)O. Drug 2: CCC(=C(C1=CC=CC=C1)C2=CC=C(C=C2)OCCN(C)C)C3=CC=CC=C3.C(C(=O)O)C(CC(=O)O)(C(=O)O)O. Cell line: HT29. Synergy scores: CSS=38.0, Synergy_ZIP=-5.65, Synergy_Bliss=-3.47, Synergy_Loewe=-58.8, Synergy_HSA=-2.84. (4) Cell line: OVCAR-5. Drug 1: CC12CCC(CC1=CCC3C2CCC4(C3CC=C4C5=CN=CC=C5)C)O. Drug 2: C1C(C(OC1N2C=NC(=NC2=O)N)CO)O. Synergy scores: CSS=19.0, Synergy_ZIP=-1.34, Synergy_Bliss=2.48, Synergy_Loewe=1.46, Synergy_HSA=4.05. (5) Drug 1: CNC(=O)C1=CC=CC=C1SC2=CC3=C(C=C2)C(=NN3)C=CC4=CC=CC=N4. Drug 2: COC1=CC(=CC(=C1O)OC)C2C3C(COC3=O)C(C4=CC5=C(C=C24)OCO5)OC6C(C(C7C(O6)COC(O7)C8=CC=CS8)O)O. Cell line: SR. Synergy scores: CSS=47.1, Synergy_ZIP=-12.9, Synergy_Bliss=-26.5, Synergy_Loewe=-27.3, Synergy_HSA=-23.9. (6) Cell line: OVCAR-5. Drug 1: CCC(=C(C1=CC=CC=C1)C2=CC=C(C=C2)OCCN(C)C)C3=CC=CC=C3.C(C(=O)O)C(CC(=O)O)(C(=O)O)O. Synergy scores: CSS=10.8, Synergy_ZIP=-0.431, Synergy_Bliss=3.75, Synergy_Loewe=3.43, Synergy_HSA=2.45. Drug 2: CC(C)(C#N)C1=CC(=CC(=C1)CN2C=NC=N2)C(C)(C)C#N. (7) Drug 1: CC1OCC2C(O1)C(C(C(O2)OC3C4COC(=O)C4C(C5=CC6=C(C=C35)OCO6)C7=CC(=C(C(=C7)OC)O)OC)O)O. Drug 2: CN(C)C1=NC(=NC(=N1)N(C)C)N(C)C. Cell line: UO-31. Synergy scores: CSS=16.3, Synergy_ZIP=-3.66, Synergy_Bliss=2.75, Synergy_Loewe=-19.9, Synergy_HSA=1.26.